This data is from Forward reaction prediction with 1.9M reactions from USPTO patents (1976-2016). The task is: Predict the product of the given reaction. (1) The product is: [CH3:1][C:2]1[N:7]=[C:6]([N:8]([C:16]2[CH:21]=[CH:20][CH:19]=[CH:18][N:17]=2)[C:9]2[CH:14]=[CH:13][CH:12]=[CH:11][N:10]=2)[CH:5]=[CH:4][CH:3]=1. Given the reactants [CH3:1][C:2]1[N:7]=[C:6]([NH:8][C:9]2[CH:14]=[CH:13][CH:12]=[CH:11][N:10]=2)[CH:5]=[CH:4][CH:3]=1.Br[C:16]1[CH:21]=[CH:20][CH:19]=[CH:18][N:17]=1.C(=O)([O-])[O-].[Na+].[Na+].[Br-].[K+], predict the reaction product. (2) Given the reactants [N:1]1[CH:6]=[CH:5][C:4]([C:7]([OH:9])=[O:8])=[CH:3][C:2]=1[C:10]([OH:12])=[O:11].[C:13]1([CH2:19][CH2:20]O)[CH:18]=[CH:17][CH:16]=[CH:15][CH:14]=1.S(=O)(=O)(O)O, predict the reaction product. The product is: [C:13]1([CH2:19][CH2:20][O:11][C:10]([C:2]2[CH:3]=[C:4]([C:7]([O:9][CH2:20][CH2:19][C:13]3[CH:18]=[CH:17][CH:16]=[CH:15][CH:14]=3)=[O:8])[CH:5]=[CH:6][N:1]=2)=[O:12])[CH:18]=[CH:17][CH:16]=[CH:15][CH:14]=1. (3) Given the reactants [Br:1][C:2]1[N:3]=[C:4]([C@@H:12]2[CH2:17][CH2:16][CH2:15][NH:14][CH2:13]2)[N:5]2[CH:10]=[CH:9][N:8]=[C:7]([NH2:11])[C:6]=12.[CH3:18][C:19]1([C:23](O)=[O:24])[CH2:22][O:21][CH2:20]1.C(N(CC)CC)C.C(P1(=O)OP(=O)(CCC)OP(=O)(CCC)O1)CC, predict the reaction product. The product is: [NH2:11][C:7]1[C:6]2[N:5]([C:4]([C@@H:12]3[CH2:17][CH2:16][CH2:15][N:14]([C:23]([C:19]4([CH3:18])[CH2:22][O:21][CH2:20]4)=[O:24])[CH2:13]3)=[N:3][C:2]=2[Br:1])[CH:10]=[CH:9][N:8]=1. (4) Given the reactants [O:1]1[CH2:6][CH2:5][N:4]([C:7]2[N:12]=[C:11]([C:13]3[C:14]([C:20]([F:23])([F:22])[F:21])=[CH:15][C:16]([NH2:19])=[N:17][CH:18]=3)[CH:10]=[C:9]([N:24]3[CH2:29][CH2:28][O:27][CH2:26][CH2:25]3)[N:8]=2)[CH2:3][CH2:2]1.[H-].[Na+].I[CH2:33][CH3:34].O, predict the reaction product. The product is: [O:1]1[CH2:6][CH2:5][N:4]([C:7]2[N:12]=[C:11]([C:13]3[C:14]([C:20]([F:22])([F:21])[F:23])=[CH:15][C:16]([NH:19][CH2:33][CH3:34])=[N:17][CH:18]=3)[CH:10]=[C:9]([N:24]3[CH2:29][CH2:28][O:27][CH2:26][CH2:25]3)[N:8]=2)[CH2:3][CH2:2]1. (5) Given the reactants [C:1]1([CH3:11])[CH:6]=[CH:5][CH:4]=[CH:3][C:2]=1[NH:7][C:8]([NH2:10])=[S:9].C(=O)([O-])[O-].[Cs+].[Cs+].[N:18]([CH2:21][CH2:22][C:23]1[CH:24]=[C:25]([C:29]2[N:33]=[CH:32][N:31]([C:34]3[CH:39]=[CH:38][C:37]([O:40][C:41]([F:44])([F:43])[F:42])=[CH:36][CH:35]=3)[N:30]=2)[CH:26]=[CH:27][CH:28]=1)=[C:19]=[O:20], predict the reaction product. The product is: [C:1]1([CH3:11])[CH:6]=[CH:5][CH:4]=[CH:3][C:2]=1[NH:7][C:8]([NH:10][C:19]([NH:18][CH2:21][CH2:22][C:23]1[CH:28]=[CH:27][CH:26]=[C:25]([C:29]2[N:33]=[CH:32][N:31]([C:34]3[CH:39]=[CH:38][C:37]([O:40][C:41]([F:44])([F:42])[F:43])=[CH:36][CH:35]=3)[N:30]=2)[CH:24]=1)=[O:20])=[S:9]. (6) Given the reactants C(O)(C)C.Br[C:6]1[CH:13]=[CH:12][C:9]([CH:10]=[O:11])=[CH:8][CH:7]=1.[CH:14]([C:16]1[CH:21]=[CH:20][C:19](B(O)O)=[CH:18][CH:17]=1)=[O:15].C(=O)([O-])[O-].[K+].[K+], predict the reaction product. The product is: [C:6]1([C:19]2[CH:20]=[CH:21][C:16]([CH:14]=[O:15])=[CH:17][CH:18]=2)[CH:13]=[CH:12][C:9]([CH:10]=[O:11])=[CH:8][CH:7]=1. (7) Given the reactants [NH:1]1[C:9]2[C:4](=[CH:5][C:6]([C:10]3[S:14][C:13]([O:15][C@@H:16]4[CH:23]5[CH2:24][N:19]6[CH2:20][CH:21]([CH2:25][CH:17]4[CH2:18]6)[CH2:22]5)=[N:12][CH:11]=3)=[CH:7][CH:8]=2)[CH:3]=[CH:2]1.ClC1C=CC=C(C(OO)=[O:34])C=1, predict the reaction product. The product is: [NH:1]1[C:9]2[C:4](=[CH:5][C:6]([C:10]3[S:14][C:13]([O:15][C@@H:16]4[CH:17]5[CH2:18][N+:19]6([O-:34])[CH2:20][CH:21]([CH2:22][CH:23]4[CH2:24]6)[CH2:25]5)=[N:12][CH:11]=3)=[CH:7][CH:8]=2)[CH:3]=[CH:2]1. (8) Given the reactants C([O:5][C:6](=O)[NH:7][CH:8]1[CH2:11][N:10]([CH2:12][C:13]2[CH:17]=[CH:16][N:15]([C:18]3[CH:23]=[CH:22][C:21]([C:24]([F:27])([F:26])[F:25])=[CH:20][CH:19]=3)[CH:14]=2)[CH2:9]1)(C)(C)C.Cl.[Cl:30][CH2:31]C(O)=O.CCN=C=NCCCN(C)C.Cl, predict the reaction product. The product is: [Cl:30][CH2:31][C:6]([NH:7][CH:8]1[CH2:9][N:10]([CH2:12][C:13]2[CH:17]=[CH:16][N:15]([C:18]3[CH:19]=[CH:20][C:21]([C:24]([F:25])([F:26])[F:27])=[CH:22][CH:23]=3)[CH:14]=2)[CH2:11]1)=[O:5]. (9) Given the reactants Cl.[Cl:2][C:3]1[C:8]([N:9]2[C:13](C)=[C:12]([C:15]3[CH2:16][CH2:17][NH:18][CH2:19][CH:20]=3)[N:11]=[N:10]2)=[CH:7][CH:6]=[CH:5][N:4]=1.C(N(CC)CC)C.Cl[C:29]([O:31][CH2:32][CH2:33][O:34][CH3:35])=[O:30], predict the reaction product. The product is: [Cl:2][C:3]1[C:8]([N:9]2[CH:13]=[C:12]([C:15]3[CH2:16][CH2:17][N:18]([C:29]([O:31][CH2:32][CH2:33][O:34][CH3:35])=[O:30])[CH2:19][CH:20]=3)[N:11]=[N:10]2)=[CH:7][CH:6]=[CH:5][N:4]=1. (10) Given the reactants [CH:1]1([C:4]2[C:5]([N:23]([CH2:28][CH2:29][CH:30]([CH3:32])[CH3:31])[S:24]([CH3:27])(=[O:26])=[O:25])=[CH:6][C:7]3[O:11][C:10]([C:12]4[CH:17]=[CH:16][C:15]([F:18])=[CH:14][CH:13]=4)=[C:9]([C:19](=[NH:21])[NH2:20])[C:8]=3[CH:22]=2)[CH2:3][CH2:2]1.C(=O)([O-])O.[K+].Cl[CH2:39][C:40](=O)[CH3:41], predict the reaction product. The product is: [CH:1]1([C:4]2[C:5]([N:23]([CH2:28][CH2:29][CH:30]([CH3:32])[CH3:31])[S:24]([CH3:27])(=[O:26])=[O:25])=[CH:6][C:7]3[O:11][C:10]([C:12]4[CH:17]=[CH:16][C:15]([F:18])=[CH:14][CH:13]=4)=[C:9]([C:19]4[NH:20][C:40]([CH3:41])=[CH:39][N:21]=4)[C:8]=3[CH:22]=2)[CH2:2][CH2:3]1.